From a dataset of Experimentally validated miRNA-target interactions with 360,000+ pairs, plus equal number of negative samples. Binary Classification. Given a miRNA mature sequence and a target amino acid sequence, predict their likelihood of interaction. (1) The miRNA is mmu-miR-297a-5p with sequence AUGUAUGUGUGCAUGUGCAUGU. The protein sequence of the target gene is MGKAVSQLTSRKDEDKPILPDNPAMASQAANYFSTGSSKPAHSCMPYEKAASSSFVTCPTCQGNGEIPQEQEKQLVALIPYGDQRLKPRRTKLFVFLSVAICLLIFSLTIFFLYPRPIAVRPVGLNSSTVTFEDAHVQLNTTNVLNIFNSNFYPITVTQLTAEVLHQASVVGQVTSSLRLHIGPLASEQMPYEVASRILDENTYKICTWPKIRVHHILLNIQGSLTCSFLSHPQQLPFESFEYVDCRENMSLPHLELPRPA. Result: 0 (no interaction). (2) The miRNA is mmu-miR-466d-5p with sequence UGUGUGUGCGUACAUGUACAUG. The protein sequence of the target gene is MALELNQSAEYYYEENEMNYTHDYSQYEVICIKEEVRQFAKVFLPAFFTVAFVTGLAGNSVVVAIYAYYKKQRTKTDVYILNLAVADLLLLITLPFWAVNAVHGWILGKMMCKVTSALYTVNFVSGMQFLACISIDRYWAITKAPSQSGAGRPCWIICCCVWMAAILLSIPQLVFYTVNQNARCTPIFPHHLGTSLKASIQMLEIGIGFVVPFLIMGVCYASTARALIKMPNIKKSRPLRVLLAVVVVFIVTQLPYNVVKFCQAIDAIYLLITSCDMSKRMDVAIQVTESIALFHSCLNP.... Result: 1 (interaction). (3) The miRNA is hsa-miR-6873-5p with sequence CAGAGGGAAUACAGAGGGCAAU. The protein sequence of the target gene is MRARPQVCEALLFALALHTGVCYGIKWLALSKTPAALALNQTQHCKQLEGLVSAQVQLCRSNLELMRTIVHAARGAMKACRRAFADMRWNCSSIELAPNYLLDLERGTRESAFVYALSAATISHTIARACTSGDLPGCSCGPVPGEPPGPGNRWGGCADNLSYGLLMGAKFSDAPMKVKKTGSQANKLMRLHNSEVGRQALRASLETKCKCHGVSGSCSIRTCWKGLQELQDVAADLKTRYLSATKVVHRPMGTRKHLVPKDLDIRPVKDSELVYLQSSPDFCMKNEKVGSHGTQDRQCN.... Result: 0 (no interaction). (4) The miRNA is hsa-miR-3667-5p with sequence AAAGACCCAUUGAGGAGAAGGU. The protein sequence of the target gene is MMNRTTPDQELVPASEPVWERPWSVEEIRRSSQSWSLAADAGLLQFLQEFSQQTISRTHEIKKQVDGLIRETKATDCRLHNVFNDFLMLSNTQFIENRVYDEEVEEPVLKAEAEKTEQEKTREQKEVDLIPKVQEAVNYGLQVLDSAFEQLDIKAGNSDSEEDDANGRVELILEPKDLYIDRPLPYLIGSKLFMEQEDVGLGELSSEEGSVGSDRGSIVDTEEEKEEEESDEDFAHHSDNEQNQHTTQMSDEEEDDDGCDLFADSEKEEEDIEDIEENTRPKRSRPTSFADELAARIKGD.... Result: 1 (interaction). (5) The miRNA is mmu-miR-99a-5p with sequence AACCCGUAGAUCCGAUCUUGUG. The protein sequence of the target gene is MRRLSLWWLLSRVCLLLPPPCALVLAGVPSSSSHPQPCQILKRIGHAVRVGAVHLQPWTTAPRAASRAPDDSRAGAQRDEPEPGTRRSPAPSPGARWLGSTLHGRGPPGSRKPGEGARAEALWPRDALLFAVDNLNRVEGLLPYNLSLEVVMAIEAGLGDLPLLPFSSPSSPWSSDPFSFLQSVCHTVVVQGVSALLAFPQSQGEMMELDLVSLVLHIPVISIVRHEFPRESQNPLHLQLSLENSLSSDADVTVSILTMNNWYNFSLLLCQEDWNITDFLLLTQNNSKFHLGSIINITAN.... Result: 0 (no interaction). (6) The miRNA is hsa-miR-99b-5p with sequence CACCCGUAGAACCGACCUUGCG. The protein sequence of the target gene is MAATDLERVSNAEPEPRSLSLGGHVGFDSLPDQLVSKSVTQGFSFNILCVGETGIGKSTLMNTLFNTTFETEEASHHEECVRLRPQTYDLQESNVHLKLTIVDAVGFGDQINKDDSYRPIVDYIDAQFENYLQEELKIRRSLFDYHDTRIHVCLYFITPTGHSLKSLDLVTMKKLDSKVNIIPIIAKADTISKSELHKFKIKIMGELVSNGVQIYQFPTDDEAVAEINAVMNAHLPFAVVGSTEEVKVGNKLVRARQYPWGVVQVENENHCDFVKLREMLIRVNMEDLREQTHSRHYELY.... Result: 0 (no interaction).